From a dataset of NCI-60 drug combinations with 297,098 pairs across 59 cell lines. Regression. Given two drug SMILES strings and cell line genomic features, predict the synergy score measuring deviation from expected non-interaction effect. (1) Drug 1: C(CCl)NC(=O)N(CCCl)N=O. Drug 2: CC1C(C(CC(O1)OC2CC(CC3=C2C(=C4C(=C3O)C(=O)C5=C(C4=O)C(=CC=C5)OC)O)(C(=O)CO)O)N)O.Cl. Cell line: SW-620. Synergy scores: CSS=42.2, Synergy_ZIP=-8.30, Synergy_Bliss=-7.96, Synergy_Loewe=-3.50, Synergy_HSA=-2.05. (2) Drug 1: CC12CCC(CC1=CCC3C2CCC4(C3CC=C4C5=CN=CC=C5)C)O. Drug 2: CC1=C2C(C(=O)C3(C(CC4C(C3C(C(C2(C)C)(CC1OC(=O)C(C(C5=CC=CC=C5)NC(=O)OC(C)(C)C)O)O)OC(=O)C6=CC=CC=C6)(CO4)OC(=O)C)O)C)O. Cell line: HCT116. Synergy scores: CSS=59.3, Synergy_ZIP=14.5, Synergy_Bliss=12.6, Synergy_Loewe=-20.1, Synergy_HSA=12.5. (3) Drug 1: C1=C(C(=O)NC(=O)N1)N(CCCl)CCCl. Drug 2: CC12CCC3C(C1CCC2OP(=O)(O)O)CCC4=C3C=CC(=C4)OC(=O)N(CCCl)CCCl.[Na+]. Cell line: SK-MEL-28. Synergy scores: CSS=3.25, Synergy_ZIP=-6.75, Synergy_Bliss=-6.72, Synergy_Loewe=-8.92, Synergy_HSA=-5.72. (4) Drug 1: CC12CCC3C(C1CCC2=O)CC(=C)C4=CC(=O)C=CC34C. Drug 2: CN1C2=C(C=C(C=C2)N(CCCl)CCCl)N=C1CCCC(=O)O.Cl. Cell line: SNB-19. Synergy scores: CSS=41.5, Synergy_ZIP=-1.32, Synergy_Bliss=0.653, Synergy_Loewe=-7.73, Synergy_HSA=1.46.